This data is from Experimentally validated miRNA-target interactions with 360,000+ pairs, plus equal number of negative samples. The task is: Binary Classification. Given a miRNA mature sequence and a target amino acid sequence, predict their likelihood of interaction. (1) The miRNA is hsa-miR-548d-3p with sequence CAAAAACCACAGUUUCUUUUGC. The protein sequence of the target gene is MAAERGARRLLSTPSFWLYCLLLLGRRAPGAAAARSGSAPQSPGASIRTFTPFYFLVEPVDTLSVRGSSVILNCSAYSEPSPKIEWKKDGTFLNLVSDDRRQLLPDGSLFISNVVHSKHNKPDEGYYQCVATVESLGTIISRTAKLIVAGLPRFTSQPEPSSVYAGNNAILNCEVNADLVPFVRWEQNRQPLLLDDRVIKLPSGMLVISNATEGDGGLYRCVVESGGPPKYSDEVELKVLPDPEVISDLVFLKQPSPLVRVIGQDVVLPCVASGLPTPTIKWMKNEEALDTESSERLVLL.... Result: 1 (interaction). (2) The protein sequence of the target gene is MKQLKRKRKSNFSVQETQTLLKEITKRKEVIFSKQLNTTINVMKRMAWEEIAQCVNAVGEGEQRTGTEVKRRYLDWRALMKRKRMKANMKLVGSGFPLPTSDLDDSLTEDIDEKIAFRNDANFEWQNVADFRDAGGSLTEVKVEEEERDPQSPEFEIEEEEEMLSSVIPDSRRENELPDFPHIDEFFTLNSTPSRPTYDEPHLLMNIEKQKLELEKRRLDIEAERLQVEKERLQIEKERLRHLDLEHERLQLEKERLQIEREKWRLQLVSTEKPALENELGQGEKSMLQPQDIEAEKLKL.... The miRNA is ath-miR172c with sequence AGAAUCUUGAUGAUGCUGCAG. Result: 0 (no interaction). (3) The miRNA is hsa-miR-147a with sequence GUGUGUGGAAAUGCUUCUGC. Result: 1 (interaction). The protein sequence of the target gene is MKPALLEVMRMNRICRMVLATCLGSFILVIFYFQSMLHPVMRRNPFGVDICCRKGSRSPLQELYNPIQLELSNTAVLHQMRRDQVTDTCRANSATSRKRRVLTPNDLKHLVVDEDHELIYCYVPKVACTNWKRLMMVLTGRGKYSDPMEIPANEAHVSANLKTLNQYSIPEINHRLKSYMKFLFVREPFERLVSAYRNKFTQKYNISFHKRYGTKIIKRQRKNATQEALRKGDDVKFEEFVAYLIDPHTQREEPFNEHWQTVYSLCHPCHIHYDLVGKYETLEEDSNYVLQLAGVGSYLK.... (4) The miRNA is hsa-miR-103a-3p with sequence AGCAGCAUUGUACAGGGCUAUGA. The protein sequence of the target gene is MEKVPGEMEIERRERSEELSEAERKAVQAMWARLYANCEDVGVAILVRFFVNFPSAKQYFSQFKHMEDPLEMERSPQLRKHACRVMGALNTVVENLHDPDKVSSVLALVGKAHALKHKVEPVYFKILSGVILEVVAEEFASDFPPETQRAWAKLRGLIYSHVTAAYKEVGWVQQVPNATTPPATLPSSGP. Result: 0 (no interaction). (5) The miRNA is hsa-miR-492 with sequence AGGACCUGCGGGACAAGAUUCUU. The protein sequence of the target gene is MGSEPKPYAQPLDSAAAASTTKGSCGPRKPENPDFFSTVEDEQEDGFLRHLSESTEDFSLDMGALQGSEYLRDLGLGAPSDLHQSEVIMDPETHRQEARRESSHTSCEGASALPQRRSWERSRSCSGSCRRLSLDASTVDKGACLPRTLASLALNLSGNGQKIWTQGCLPVSGTPAPSSKECSSPEKRLRSKSVPVSCEISCMELASDSDVCTSPVQGLEPPVLECLEKDHVEPEHVLIVQQVLQELRQYHGARQRARMSTSPGGAHSNLTWFEFLSESEDGACKIEKPGKSTRVKRSLS.... Result: 0 (no interaction). (6) The miRNA is mmu-miR-146a-5p with sequence UGAGAACUGAAUUCCAUGGGUU. The protein sequence of the target gene is MKKPIGILSPGVALGTAGGAMSSKFFLMALATFFSFAQVVIEANSWWSLGMNNPVQMSEVYIIGAQPLCSQLAGLSQGQKKLCHLYQDHMQYIGEGAKTGIKECQYQFRHRRWNCSTVDNTSVFGRVMQIGSRETAFTYAVSAAGVVNAMSRACREGELSTCGCSRAARPKDLPRDWLWGGCGDNIDYGYRFAKEFVDARERERIHAKGSYESARILMNLHNNEAGRRTVYNLADVACKCHGVSGSCSLKTCWLQLADFRKVGDALKEKYDSAAAMRLNSRGKLVQVNSRFNSPTTQDLV.... Result: 1 (interaction). (7) The miRNA is mmu-miR-1199-5p with sequence UCUGAGUCCCGGUCGCGCGG. The protein sequence of the target gene is MYGVCGCCGALRPRYKRLVDNIFPEDPEDGLVKTNMEKLTFYALSAPEKLDRIGAYLSERLIRDVGRHRYGYVCIAMEALDQLLMACHCQSINLFVESFLKMVAKLLESEKPNLQILGTNSFVKFANIEEDTPSYHRSYDFFVSRFSEMCHSSHDDLEIKTKIRMSGIKGLQGVVRKTVNDELQANIWDPQHMDKIVPSLLFNLQHVEEAESRSPSPLQAPEKEKENPAELAERCLRELLGRAAFGNIKNAIKPVLIHLDNHSLWEPKVFATRCFKIIMYSIQPQHSHLVIQQLLSHLDA.... Result: 1 (interaction).